This data is from Full USPTO retrosynthesis dataset with 1.9M reactions from patents (1976-2016). The task is: Predict the reactants needed to synthesize the given product. (1) The reactants are: [C:1]1([NH:7][C:8]([C:10]2[CH:11]=[N:12][C:13]3[C:18]([C:19]=2[C:20]2[CH:25]=[CH:24][CH:23]=[CH:22][CH:21]=2)=[CH:17][CH:16]=[CH:15][C:14]=3[C:26]([F:29])([F:28])[F:27])=[O:9])[CH:6]=[CH:5][CH:4]=[CH:3][CH:2]=1.[H-].[Na+].[CH3:32]I. Given the product [CH3:32][N:7]([C:1]1[CH:2]=[CH:3][CH:4]=[CH:5][CH:6]=1)[C:8]([C:10]1[CH:11]=[N:12][C:13]2[C:18]([C:19]=1[C:20]1[CH:21]=[CH:22][CH:23]=[CH:24][CH:25]=1)=[CH:17][CH:16]=[CH:15][C:14]=2[C:26]([F:29])([F:27])[F:28])=[O:9], predict the reactants needed to synthesize it. (2) Given the product [Cl:1][C:2]1[CH:3]=[CH:4][C:5]([C:25]([O:27][CH3:28])=[O:26])=[C:6]2[C:10]=1[N:9]=[C:8]1[CH:11]([C:13]3[CH:18]=[CH:17][C:16]([Cl:19])=[CH:15][C:14]=3[Cl:20])[O:12][CH2:23][CH2:22][CH2:21][N:7]21, predict the reactants needed to synthesize it. The reactants are: [Cl:1][C:2]1[C:10]2[N:9]=[C:8]([CH:11]([C:13]3[CH:18]=[CH:17][C:16]([Cl:19])=[CH:15][C:14]=3[Cl:20])[OH:12])[N:7]([CH2:21][CH2:22][CH2:23]O)[C:6]=2[C:5]([C:25]([O:27][CH3:28])=[O:26])=[CH:4][CH:3]=1.C(C=P(CCCC)(CCCC)CCCC)#N. (3) The reactants are: [C:1]([O:5][C:6]([N:8]1[CH2:12][CH2:11][C@@H:10]([CH2:13][C:14]([OH:16])=O)[CH2:9]1)=[O:7])([CH3:4])([CH3:3])[CH3:2].[NH2:17][C:18]1[CH:19]=[C:20]([NH:28][C:29]2[N:38]=[CH:37][C:36]3[N:35]([CH3:39])[C:34](=[O:40])[CH2:33][N:32]([CH:41]([CH3:43])[CH3:42])[C:31]=3[N:30]=2)[CH:21]=[C:22]([S:24]([CH3:27])(=[O:26])=[O:25])[CH:23]=1. Given the product [C:1]([O:5][C:6]([N:8]1[CH2:12][CH2:11][C@@H:10]([CH2:13][C:14](=[O:16])[NH:17][C:18]2[CH:23]=[C:22]([S:24]([CH3:27])(=[O:25])=[O:26])[CH:21]=[C:20]([NH:28][C:29]3[N:38]=[CH:37][C:36]4[N:35]([CH3:39])[C:34](=[O:40])[CH2:33][N:32]([CH:41]([CH3:43])[CH3:42])[C:31]=4[N:30]=3)[CH:19]=2)[CH2:9]1)=[O:7])([CH3:2])([CH3:3])[CH3:4], predict the reactants needed to synthesize it. (4) The reactants are: [F:1][C:2]([F:9])([F:8])/[CH:3]=[CH:4]/[C:5](O)=[O:6].C(N(C(C)C)CC)(C)C.CN(C(ON1N=NC2C=CC=CC1=2)=[N+](C)C)C.F[P-](F)(F)(F)(F)F.[CH3:43][NH:44][C:45]([C:47]1[C:48]([CH3:60])=[N:49][C:50]([CH3:59])=[CH:51][C:52]=1[N:53]1[CH2:58][CH2:57][NH:56][CH2:55][CH2:54]1)=[O:46]. Given the product [CH3:43][NH:44][C:45]([C:47]1[C:48]([CH3:60])=[N:49][C:50]([CH3:59])=[CH:51][C:52]=1[N:53]1[CH2:58][CH2:57][N:56]([C:5](=[O:6])/[CH:4]=[CH:3]/[C:2]([F:9])([F:8])[F:1])[CH2:55][CH2:54]1)=[O:46], predict the reactants needed to synthesize it. (5) Given the product [N:35]1([CH2:2][C:3]([NH:5][C:6]2[N:7]=[C:8]3[CH:13]=[CH:12][C:11]([O:14][C:15]4[CH:16]=[C:17]([NH:21][C:22](=[O:33])[C:23]5[CH:28]=[CH:27][CH:26]=[C:25]([C:29]([F:32])([F:31])[F:30])[CH:24]=5)[CH:18]=[CH:19][CH:20]=4)=[N:10][N:9]3[CH:34]=2)=[O:4])[CH2:40][CH2:39][O:38][CH2:37][CH2:36]1, predict the reactants needed to synthesize it. The reactants are: Cl[CH2:2][C:3]([NH:5][C:6]1[N:7]=[C:8]2[CH:13]=[CH:12][C:11]([O:14][C:15]3[CH:16]=[C:17]([NH:21][C:22](=[O:33])[C:23]4[CH:28]=[CH:27][CH:26]=[C:25]([C:29]([F:32])([F:31])[F:30])[CH:24]=4)[CH:18]=[CH:19][CH:20]=3)=[N:10][N:9]2[CH:34]=1)=[O:4].[NH:35]1[CH2:40][CH2:39][O:38][CH2:37][CH2:36]1. (6) Given the product [Cl:11][C:9]1[C:8]([O:12][CH3:13])=[CH:7][CH:6]=[C:5]2[C:10]=1[C:2](=[O:17])[C:3](=[O:14])[NH:4]2, predict the reactants needed to synthesize it. The reactants are: Cl[C:2]1(Cl)[C:10]2[C:5](=[CH:6][CH:7]=[C:8]([O:12][CH3:13])[C:9]=2[Cl:11])[NH:4][C:3]1=[O:14].C[OH:17].O. (7) Given the product [Cl:23][C:24]1[C:25]([CH3:35])=[C:26]([NH:38][NH:37][C:36]([O:40][C:41]([CH3:44])([CH3:43])[CH3:42])=[O:39])[C:27]([N+:31]([O-:33])=[O:32])=[C:28]([O:13][S:10]([C:9]([F:22])([F:21])[F:8])(=[O:12])=[O:11])[N:29]=1, predict the reactants needed to synthesize it. The reactants are: C(N(CC)CC)C.[F:8][C:9]([F:22])([F:21])[S:10]([O:13]S(C(F)(F)F)(=O)=O)(=[O:12])=[O:11].[Cl:23][C:24]1[NH:29][C:28](=O)[C:27]([N+:31]([O-:33])=[O:32])=[C:26](O)[C:25]=1[CH3:35].[C:36]([O:40][C:41]([CH3:44])([CH3:43])[CH3:42])(=[O:39])[NH:37][NH2:38].